This data is from Forward reaction prediction with 1.9M reactions from USPTO patents (1976-2016). The task is: Predict the product of the given reaction. (1) Given the reactants Cl[C:2]1[N:7]=[C:6]([O:8][CH2:9][CH3:10])[CH:5]=[CH:4][N:3]=1.[NH:11]1[CH2:15][CH2:14][CH:13]([OH:16])[CH2:12]1, predict the reaction product. The product is: [CH2:9]([O:8][C:6]1[CH:5]=[CH:4][N:3]=[C:2]([N:11]2[CH2:15][CH2:14][CH:13]([OH:16])[CH2:12]2)[N:7]=1)[CH3:10]. (2) Given the reactants [NH2:1][CH2:2][C:3]1[CH:4]=[CH:5][C:6]2[O:10][C:9]([C:11]([NH:13][CH:14]([C:19]3[CH:24]=[CH:23][CH:22]=[C:21]([C:25]([F:28])([F:27])[F:26])[CH:20]=3)[C:15]([F:18])([F:17])[F:16])=[O:12])=[CH:8][C:7]=2[CH:29]=1.N1C=CC=CC=1.[C:36](Cl)(=[O:38])[CH3:37], predict the reaction product. The product is: [C:36]([NH:1][CH2:2][C:3]1[CH:4]=[CH:5][C:6]2[O:10][C:9]([C:11]([NH:13][CH:14]([C:19]3[CH:24]=[CH:23][CH:22]=[C:21]([C:25]([F:28])([F:26])[F:27])[CH:20]=3)[C:15]([F:16])([F:17])[F:18])=[O:12])=[CH:8][C:7]=2[CH:29]=1)(=[O:38])[CH3:37]. (3) Given the reactants [C:1]1([S:9]([O-:12])(=[O:11])=[O:10])([CH3:8])[CH:6]=[CH:5][CH:4]=[CH:3][CH:2]1[CH3:7].[Na+].[Br-].[CH2:15]([N+:17]1[CH:21]=[CH:20][N:19]([CH3:22])[CH:18]=1)[CH3:16], predict the reaction product. The product is: [C:1]1([S:9]([O-:12])(=[O:10])=[O:11])([CH3:8])[CH:6]=[CH:5][CH:4]=[CH:3][CH:2]1[CH3:7].[CH2:15]([N+:17]1[CH:21]=[CH:20][N:19]([CH3:22])[CH:18]=1)[CH3:16]. (4) Given the reactants [Cl:1][C:2]1[CH:3]=[CH:4][N:5]=[C:6]2[C:11]=1[N:10]=[CH:9][C:8]([OH:12])=[CH:7]2.C(=O)([O-])[O-].[Cs+].[Cs+].FC(F)(F)S(O[CH2:25][C:26]([F:29])([F:28])[F:27])(=O)=O, predict the reaction product. The product is: [Cl:1][C:2]1[CH:3]=[CH:4][N:5]=[C:6]2[C:11]=1[N:10]=[CH:9][C:8]([O:12][CH2:25][C:26]([F:29])([F:28])[F:27])=[CH:7]2.